From a dataset of Forward reaction prediction with 1.9M reactions from USPTO patents (1976-2016). Predict the product of the given reaction. (1) Given the reactants N12CCCN=C1CCCCC2.[CH3:12][O:13][C:14]1[CH:23]=[C:22]2[C:17]([N:18]=[CH:19][C:20]([S:24][CH2:25][CH2:26][N:27]3[CH2:32][CH2:31][CH:30]([N:33]([CH3:46])S(C4C=CC=CC=4[N+]([O-])=O)(=O)=O)[CH2:29][CH2:28]3)=[N:21]2)=[CH:16][CH:15]=1.SCCO, predict the reaction product. The product is: [CH3:12][O:13][C:14]1[CH:23]=[C:22]2[C:17]([N:18]=[CH:19][C:20]([S:24][CH2:25][CH2:26][N:27]3[CH2:28][CH2:29][CH:30]([NH:33][CH3:46])[CH2:31][CH2:32]3)=[N:21]2)=[CH:16][CH:15]=1. (2) Given the reactants [C:1]([N:4]1[C:13]2[C:8](=[CH:9][C:10](Br)=[CH:11][CH:12]=2)[N:7]([C:15]([O:17][CH:18]([CH3:20])[CH3:19])=[O:16])[CH2:6][C@@H:5]1[CH3:21])(=[O:3])[CH3:2].[C:22]([C:25]1[CH:30]=[CH:29][C:28](B(O)O)=[CH:27][CH:26]=1)([OH:24])=[O:23].C1(C(N2C3C(=CC(C4C=NNC=4)=CC=3)N(C(OC(C)C)=O)C[C@@H]2C)=O)CC1, predict the reaction product. The product is: [C:1]([N:4]1[C:13]2[C:8](=[CH:9][C:10]([C:28]3[CH:29]=[CH:30][C:25]([C:22]([OH:24])=[O:23])=[CH:26][CH:27]=3)=[CH:11][CH:12]=2)[N:7]([C:15]([O:17][CH:18]([CH3:20])[CH3:19])=[O:16])[CH2:6][C@@H:5]1[CH3:21])(=[O:3])[CH3:2]. (3) Given the reactants C1(OC2C=CC(C3N=C(N4CCNCC4)C=CC=3C(N)=O)=CC=2)CCCCC1.[CH3:29][C:30]1([CH3:52])[C:34]([CH3:36])([CH3:35])[O:33][B:32]([C:37]2[CH:51]=[CH:50][C:40]([O:41][C:42]3[CH:49]=[CH:48][C:45](C#N)=[CH:44][CH:43]=3)=[CH:39][CH:38]=2)[O:31]1, predict the reaction product. The product is: [CH:42]1([O:41][C:40]2[CH:50]=[CH:51][C:37]([B:32]3[O:31][C:30]([CH3:52])([CH3:29])[C:34]([CH3:36])([CH3:35])[O:33]3)=[CH:38][CH:39]=2)[CH2:43][CH2:44][CH2:45][CH2:48][CH2:49]1.